This data is from Peptide-MHC class I binding affinity with 185,985 pairs from IEDB/IMGT. The task is: Regression. Given a peptide amino acid sequence and an MHC pseudo amino acid sequence, predict their binding affinity value. This is MHC class I binding data. (1) The MHC is HLA-B58:01 with pseudo-sequence HLA-B58:01. The binding affinity (normalized) is 0.631. The peptide sequence is RASFIEVKTC. (2) The peptide sequence is LLLLGVVFALV. The MHC is H-2-Db with pseudo-sequence H-2-Db. The binding affinity (normalized) is 0. (3) The peptide sequence is FLSHYFTLV. The MHC is HLA-A29:02 with pseudo-sequence HLA-A29:02. The binding affinity (normalized) is 0.523. (4) The peptide sequence is GSIIQFPNTY. The MHC is HLA-A29:02 with pseudo-sequence HLA-A29:02. The binding affinity (normalized) is 0.433. (5) The peptide sequence is GDPEVTFM. The MHC is Mamu-A11 with pseudo-sequence Mamu-A11. The binding affinity (normalized) is 0.305. (6) The peptide sequence is NGNFNFERV. The MHC is HLA-A30:02 with pseudo-sequence HLA-A30:02. The binding affinity (normalized) is 0.213. (7) The peptide sequence is KSPAEGANFP. The MHC is Mamu-A02 with pseudo-sequence Mamu-A02. The binding affinity (normalized) is 0.0951. (8) The peptide sequence is KTRMEDYYL. The MHC is HLA-A02:01 with pseudo-sequence HLA-A02:01. The binding affinity (normalized) is 0.0847.